Predict the reactants needed to synthesize the given product. From a dataset of Full USPTO retrosynthesis dataset with 1.9M reactions from patents (1976-2016). (1) Given the product [CH3:1][N:2]1[CH2:15][CH2:14][C:5]2[N:6]([CH2:27][CH:26]([C:24]3[CH:23]=[CH:22][N:21]=[CH:20][CH:25]=3)[CH3:28])[C:7]3[CH:8]=[CH:9][C:10]([CH3:13])=[CH:11][C:12]=3[C:4]=2[CH2:3]1, predict the reactants needed to synthesize it. The reactants are: [CH3:1][N:2]1[CH2:15][CH2:14][C:5]2[NH:6][C:7]3[CH:8]=[CH:9][C:10]([CH3:13])=[CH:11][C:12]=3[C:4]=2[CH2:3]1.[OH-].[K+].C([C:20]1[CH:25]=[C:24]([C:26]([CH3:28])=[CH2:27])[CH:23]=[CH:22][N:21]=1)=C. (2) Given the product [C:1]1([CH2:11][CH2:12][O:13][CH2:14][CH2:15][O:16][CH2:18][CH2:19][C:20]#[N:21])[C:10]2[C:5](=[CH:6][CH:7]=[CH:8][CH:9]=2)[CH:4]=[CH:3][CH:2]=1, predict the reactants needed to synthesize it. The reactants are: [C:1]1([CH2:11][CH2:12][O:13][CH2:14][CH2:15][OH:16])[C:10]2[C:5](=[CH:6][CH:7]=[CH:8][CH:9]=2)[CH:4]=[CH:3][CH:2]=1.Br[CH2:18][CH2:19][C:20]#[N:21].[OH-].[Na+]. (3) Given the product [Br:10][C:5]1[C:6]([F:8])=[CH:7][C:2]([Cl:1])=[C:3]([CH3:9])[CH:4]=1, predict the reactants needed to synthesize it. The reactants are: [Cl:1][C:2]1[CH:7]=[C:6]([F:8])[CH:5]=[CH:4][C:3]=1[CH3:9].[Br:10]Br.[OH-].[Na+]. (4) Given the product [CH:15]1([C:18]([NH:1][C:2]2[S:3][C:4]3[CH:10]=[C:9]([S:11][C:12]#[N:13])[C:8]([F:14])=[CH:7][C:5]=3[N:6]=2)=[O:19])[CH2:17][CH2:16]1, predict the reactants needed to synthesize it. The reactants are: [NH2:1][C:2]1[S:3][C:4]2[CH:10]=[C:9]([S:11][C:12]#[N:13])[C:8]([F:14])=[CH:7][C:5]=2[N:6]=1.[CH:15]1([C:18](Cl)=[O:19])[CH2:17][CH2:16]1. (5) The reactants are: Cl[C:2]1[CH:7]=[CH:6][C:5]([C:8]([F:11])([F:10])[F:9])=[CH:4][C:3]=1[N+:12]([O-:14])=[O:13].[SH:15][C:16]1[CH:21]=[CH:20][C:19]([NH:22][C:23](=[O:25])[CH3:24])=[CH:18][CH:17]=1.C([O-])([O-])=O.[K+].[K+]. Given the product [N+:12]([C:3]1[CH:4]=[C:5]([C:8]([F:11])([F:10])[F:9])[CH:6]=[CH:7][C:2]=1[S:15][C:16]1[CH:17]=[CH:18][C:19]([NH:22][C:23](=[O:25])[CH3:24])=[CH:20][CH:21]=1)([O-:14])=[O:13], predict the reactants needed to synthesize it. (6) Given the product [S:55](=[O:57])(=[O:56])([O:44][CH2:43][C@@H:20]1[C@@H:19]([OH:18])[CH2:23][C@H:22]([C:24]2[C:28]3[N:29]=[CH:30][N:31]=[C:32]([NH:33][C@@H:34]4[C:42]5[C:37](=[CH:38][CH:39]=[CH:40][CH:41]=5)[CH2:36][CH2:35]4)[C:27]=3[S:26][CH:25]=2)[O:21]1)[NH2:54], predict the reactants needed to synthesize it. The reactants are: [Si]([O:18][C@H:19]1[CH2:23][C@H:22]([C:24]2[C:28]3[N:29]=[CH:30][N:31]=[C:32]([NH:33][C@@H:34]4[C:42]5[C:37](=[CH:38][CH:39]=[CH:40][CH:41]=5)[CH2:36][CH2:35]4)[C:27]=3[S:26][CH:25]=2)[O:21][C@@H:20]1[CH2:43][OH:44])(C(C)(C)C)(C1C=CC=CC=1)C1C=CC=CC=1.C(N(CC)C(C)C)(C)C.[NH2:54][S:55](Cl)(=[O:57])=[O:56].S(=O)(=O)([O-])N. (7) Given the product [CH:1]1([NH:7][C:8]([N:10]2[CH2:15][CH2:14][CH2:13][CH2:12][CH2:11]2)=[O:9])[CH2:6][CH2:5][CH2:4][CH2:3][CH2:2]1, predict the reactants needed to synthesize it. The reactants are: [CH:1]1([N:7]=[C:8]=[O:9])[CH2:6][CH2:5][CH2:4][CH2:3][CH2:2]1.[NH:10]1[CH2:15][CH2:14][CH2:13][CH2:12][CH2:11]1.